From a dataset of Reaction yield outcomes from USPTO patents with 853,638 reactions. Predict the reaction yield, written as a fraction of the theoretical maximum amount of product (1.0 means a 100% yield; for example, 0.34 means a 34% yield). The reactants are [N+:1]([C:4]1[CH:12]=[CH:11][CH:10]=[CH:9][C:5]=1[C:6](Cl)=[O:7])([O-:3])=[O:2].[NH2:13][C:14]1[CH:19]=[CH:18][C:17]([Br:20])=[CH:16][N:15]=1.N1C=CC=CC=1. The catalyst is C(Cl)Cl. The product is [Br:20][C:17]1[CH:18]=[CH:19][C:14]([NH:13][C:6]([C:5]2[CH:9]=[CH:10][CH:11]=[CH:12][C:4]=2[N+:1]([O-:3])=[O:2])=[O:7])=[N:15][CH:16]=1. The yield is 0.770.